Dataset: Catalyst prediction with 721,799 reactions and 888 catalyst types from USPTO. Task: Predict which catalyst facilitates the given reaction. (1) Reactant: CC(C)C(O[C@H]1[C@H](OC(=O)C(C)C)[C@@H](COC(=O)C(C)C)O[C@H]([O:25][C:26]2[CH:27]=[CH:28][C:29]3[C:35]4[C:36]([O:44][CH3:45])=[C:37]([O:42][CH3:43])[C:38]([O:40][CH3:41])=[CH:39][C:34]=4[CH2:33][CH2:32][C@H:31]([NH:46][C:47](=[O:49])[CH3:48])[C:30]=3[CH:50]=2)[C@@H]1OC(=O)C(C)C)=O.[P:58](Cl)(Cl)([O:60][CH3:61])=[O:59].[OH2:64]. Product: [P:58]([OH:59])([O:60][CH3:61])([O:25][C:26]1[CH:27]=[CH:28][C:29]2[C:35]3[C:36]([O:44][CH3:45])=[C:37]([O:42][CH3:43])[C:38]([O:40][CH3:41])=[CH:39][C:34]=3[CH2:33][CH2:32][C@H:31]([NH:46][C:47](=[O:49])[CH3:48])[C:30]=2[CH:50]=1)=[O:64]. The catalyst class is: 1. (2) Reactant: CON(C)[C:4]([CH:6]1[CH2:11][CH2:10][CH:9]([C:12]([F:15])([F:14])[F:13])[O:8][CH2:7]1)=[O:5].[H-].[Al+3].[Li+].[H-].[H-].[H-]. Product: [F:14][C:12]([F:13])([F:15])[CH:9]1[O:8][CH2:7][CH:6]([CH:4]=[O:5])[CH2:11][CH2:10]1. The catalyst class is: 1. (3) Reactant: C([O:5][C:6](=[O:49])[C:7]([CH3:48])([CH3:47])[CH2:8][C:9]([O:11][C@H:12]1[CH2:29][CH2:28][C@@:27]2([CH3:30])[C@@H:14]([CH2:15][CH2:16][C@:17]3([CH3:44])[C@@H:26]2[CH2:25][CH2:24][C@H:23]2[C@@:18]3([CH3:43])[CH2:19][CH2:20][C@@:21]3(/[CH:38]=[CH:39]/[C:40]([OH:42])=[O:41])[CH2:33][C:32](=[O:34])[C:31]([CH:35]([CH3:37])[CH3:36])=[C:22]32)[C:13]1([CH3:46])[CH3:45])=[O:10])(C)(C)C.FC(F)(F)C(O)=O. Product: [C:40](/[CH:39]=[CH:38]/[C@:21]12[CH2:33][C:32](=[O:34])[C:31]([CH:35]([CH3:37])[CH3:36])=[C:22]1[C@@H:23]1[C@@:18]([CH3:43])([CH2:19][CH2:20]2)[C@@:17]2([CH3:44])[C@@H:26]([C@:27]3([CH3:30])[C@@H:14]([CH2:15][CH2:16]2)[C:13]([CH3:46])([CH3:45])[C@@H:12]([O:11][C:9](=[O:10])[CH2:8][C:7]([CH3:47])([CH3:48])[C:6]([OH:49])=[O:5])[CH2:29][CH2:28]3)[CH2:25][CH2:24]1)([OH:42])=[O:41]. The catalyst class is: 4. (4) Reactant: [C:1]([C:3]1[CH:8]=[CH:7][N+:6]([O-])=[CH:5][CH:4]=1)#[N:2].P(Cl)(Cl)(Cl)(Cl)[Cl:11].O=P(Cl)(Cl)Cl.Cl.[OH-].[Na+]. Product: [Cl:11][C:4]1[CH:5]=[N:6][CH:7]=[CH:8][C:3]=1[C:1]#[N:2]. The catalyst class is: 6.